From a dataset of hERG channel blocking data for cardiac toxicity assessment. Regression/Classification. Given a drug SMILES string, predict its toxicity properties. Task type varies by dataset: regression for continuous values (e.g., LD50, hERG inhibition percentage) or binary classification for toxic/non-toxic outcomes (e.g., AMES mutagenicity, cardiotoxicity, hepatotoxicity). Dataset: herg. (1) The molecule is CCOc1ccccc1OCC[NH2+][C@H](C)Cc1ccc(OC)c(S(N)(=O)=O)c1. The result is 0 (non-blocker). (2) The molecule is N#Cc1ccc(Cn2cncc2C[NH+](CCCc2ccccc2)[C@@H]2CCN(Cc3cccc(Cl)c3)C2=O)cc1. The result is 1 (blocker). (3) The drug is CN(CCCN1c2ccccc2CCc2ccccc21)C(=O)c1cc2cc(Cl)ccc2o1. The result is 1 (blocker). (4) The molecule is COc1ccc(Cc2nccc3cc(OC)c(OC)cc23)cc1OC. The result is 1 (blocker). (5) The compound is O=C1NCCN1CC[NH+]1CCC(c2cn(-c3ccc(F)cc3)c3ccc(Cl)cc23)CC1. The result is 1 (blocker). (6) The molecule is CC(C)(O)[C@H]1C=CC([C@@H](c2cc[n+]([O-])cc2)c2ccc(OC(F)F)c(OC(F)F)c2)=CN1. The result is 1 (blocker).